From a dataset of Peptide-MHC class I binding affinity with 185,985 pairs from IEDB/IMGT. Regression. Given a peptide amino acid sequence and an MHC pseudo amino acid sequence, predict their binding affinity value. This is MHC class I binding data. (1) The peptide sequence is ILQEMSETY. The MHC is HLA-A31:01 with pseudo-sequence HLA-A31:01. The binding affinity (normalized) is 0.0847. (2) The peptide sequence is GTVEKWPAL. The MHC is H-2-Db with pseudo-sequence H-2-Db. The binding affinity (normalized) is 0.00430. (3) The peptide sequence is GMDYEEYKSK. The MHC is HLA-A03:01 with pseudo-sequence HLA-A03:01. The binding affinity (normalized) is 0.686. (4) The peptide sequence is LVTMGTGTFGR. The MHC is HLA-B40:02 with pseudo-sequence HLA-B40:02. The binding affinity (normalized) is 0.0847. (5) The peptide sequence is GEGSGARLL. The MHC is HLA-A02:03 with pseudo-sequence HLA-A02:03. The binding affinity (normalized) is 0.0847. (6) The peptide sequence is APDGFYPFK. The MHC is HLA-A02:11 with pseudo-sequence HLA-A02:11. The binding affinity (normalized) is 0.0847.